From a dataset of NCI-60 drug combinations with 297,098 pairs across 59 cell lines. Regression. Given two drug SMILES strings and cell line genomic features, predict the synergy score measuring deviation from expected non-interaction effect. (1) Drug 1: C1CC(=O)NC(=O)C1N2CC3=C(C2=O)C=CC=C3N. Drug 2: CS(=O)(=O)CCNCC1=CC=C(O1)C2=CC3=C(C=C2)N=CN=C3NC4=CC(=C(C=C4)OCC5=CC(=CC=C5)F)Cl. Cell line: NCI/ADR-RES. Synergy scores: CSS=9.75, Synergy_ZIP=-2.78, Synergy_Bliss=0.490, Synergy_Loewe=-3.25, Synergy_HSA=1.36. (2) Drug 1: CC1C(C(=O)NC(C(=O)N2CCCC2C(=O)N(CC(=O)N(C(C(=O)O1)C(C)C)C)C)C(C)C)NC(=O)C3=C4C(=C(C=C3)C)OC5=C(C(=O)C(=C(C5=N4)C(=O)NC6C(OC(=O)C(N(C(=O)CN(C(=O)C7CCCN7C(=O)C(NC6=O)C(C)C)C)C)C(C)C)C)N)C. Drug 2: CCN(CC)CCCC(C)NC1=C2C=C(C=CC2=NC3=C1C=CC(=C3)Cl)OC. Cell line: BT-549. Synergy scores: CSS=8.04, Synergy_ZIP=-8.28, Synergy_Bliss=-2.71, Synergy_Loewe=-12.4, Synergy_HSA=-2.59. (3) Drug 1: C1=CC(=CC=C1CC(C(=O)O)N)N(CCCl)CCCl.Cl. Drug 2: C1=NC2=C(N1)C(=S)N=CN2. Cell line: MDA-MB-231. Synergy scores: CSS=9.03, Synergy_ZIP=-15.5, Synergy_Bliss=-26.6, Synergy_Loewe=-33.0, Synergy_HSA=-26.1. (4) Drug 1: CC1C(C(CC(O1)OC2CC(OC(C2O)C)OC3=CC4=CC5=C(C(=O)C(C(C5)C(C(=O)C(C(C)O)O)OC)OC6CC(C(C(O6)C)O)OC7CC(C(C(O7)C)O)OC8CC(C(C(O8)C)O)(C)O)C(=C4C(=C3C)O)O)O)O. Drug 2: CC1C(C(CC(O1)OC2CC(CC3=C2C(=C4C(=C3O)C(=O)C5=CC=CC=C5C4=O)O)(C(=O)C)O)N)O. Cell line: A549. Synergy scores: CSS=55.6, Synergy_ZIP=7.79, Synergy_Bliss=9.00, Synergy_Loewe=-5.91, Synergy_HSA=9.77. (5) Drug 1: CC1=CC2C(CCC3(C2CCC3(C(=O)C)OC(=O)C)C)C4(C1=CC(=O)CC4)C. Drug 2: CC(C)(C#N)C1=CC(=CC(=C1)CN2C=NC=N2)C(C)(C)C#N. Cell line: OVCAR3. Synergy scores: CSS=-3.35, Synergy_ZIP=0.857, Synergy_Bliss=-2.28, Synergy_Loewe=-6.87, Synergy_HSA=-4.84. (6) Drug 1: CCCS(=O)(=O)NC1=C(C(=C(C=C1)F)C(=O)C2=CNC3=C2C=C(C=N3)C4=CC=C(C=C4)Cl)F. Drug 2: C1=CC(=C2C(=C1NCCNCCO)C(=O)C3=C(C=CC(=C3C2=O)O)O)NCCNCCO. Cell line: HOP-62. Synergy scores: CSS=69.8, Synergy_ZIP=14.2, Synergy_Bliss=10.3, Synergy_Loewe=-23.8, Synergy_HSA=9.92. (7) Drug 1: CN1CCC(CC1)COC2=C(C=C3C(=C2)N=CN=C3NC4=C(C=C(C=C4)Br)F)OC. Drug 2: CC1=C(C(=O)C2=C(C1=O)N3CC4C(C3(C2COC(=O)N)OC)N4)N. Cell line: MOLT-4. Synergy scores: CSS=44.5, Synergy_ZIP=-3.89, Synergy_Bliss=-3.26, Synergy_Loewe=-25.7, Synergy_HSA=-2.26.